From a dataset of Full USPTO retrosynthesis dataset with 1.9M reactions from patents (1976-2016). Predict the reactants needed to synthesize the given product. The reactants are: [H-].[Na+].[Br:3][C:4]1[CH:5]=[C:6]([C:13]([O:15][CH3:16])=[O:14])[C:7]2[CH:8]=[N:9][NH:10][C:11]=2[CH:12]=1.[CH3:17][C:18]1[CH:23]=[CH:22][C:21]([S:24](Cl)(=[O:26])=[O:25])=[CH:20][CH:19]=1.O. Given the product [Br:3][C:4]1[CH:5]=[C:6]([C:13]([O:15][CH3:16])=[O:14])[C:7]2[CH:8]=[N:9][N:10]([S:24]([C:21]3[CH:22]=[CH:23][C:18]([CH3:17])=[CH:19][CH:20]=3)(=[O:26])=[O:25])[C:11]=2[CH:12]=1, predict the reactants needed to synthesize it.